Dataset: Forward reaction prediction with 1.9M reactions from USPTO patents (1976-2016). Task: Predict the product of the given reaction. The product is: [CH3:2][C:3]1([CH3:23])[CH2:7][C:6]2[CH:8]=[CH:9][CH:10]=[C:11]([CH2:12][N:13]3[CH2:14][CH2:15][C:16]4([CH2:20][N:19]([C:31](=[O:32])[CH2:30][C:27]5[CH:28]=[CH:29][N:24]=[CH:25][CH:26]=5)[CH2:18][CH2:17]4)[CH2:21][CH2:22]3)[C:5]=2[O:4]1. Given the reactants Cl.[CH3:2][C:3]1([CH3:23])[CH2:7][C:6]2[CH:8]=[CH:9][CH:10]=[C:11]([CH2:12][N:13]3[CH2:22][CH2:21][C:16]4([CH2:20][NH:19][CH2:18][CH2:17]4)[CH2:15][CH2:14]3)[C:5]=2[O:4]1.[N:24]1[CH:29]=[CH:28][C:27]([CH2:30][C:31](O)=[O:32])=[CH:26][CH:25]=1, predict the reaction product.